From a dataset of Catalyst prediction with 721,799 reactions and 888 catalyst types from USPTO. Predict which catalyst facilitates the given reaction. (1) Reactant: [CH2:1]([O:8][C:9](=[O:29])[C@@H:10]([NH:21][C:22](OC(C)(C)C)=[O:23])[CH2:11][C:12]1[C:20]2[C:15](=[CH:16][CH:17]=[CH:18][CH:19]=2)[NH:14][CH:13]=1)[C:2]1[CH:7]=[CH:6][CH:5]=[CH:4][CH:3]=1.FC(F)(F)C(O)=O.C(N(CC)C(C)C)(C)C.[C:46]([NH:53][C@H:54](C(O)=O)[CH3:55])([O:48][C:49]([CH3:52])([CH3:51])[CH3:50])=[O:47].CN(C(ON1N=NC2C=CC=NC1=2)=[N+](C)C)C.F[P-](F)(F)(F)(F)F. Product: [CH2:1]([O:8][C:9](=[O:29])[C@@H:10]([NH:21][C:22](=[O:23])[C@@H:54]([NH:53][C:46]([O:48][C:49]([CH3:52])([CH3:51])[CH3:50])=[O:47])[CH3:55])[CH2:11][C:12]1[C:20]2[C:15](=[CH:16][CH:17]=[CH:18][CH:19]=2)[NH:14][CH:13]=1)[C:2]1[CH:7]=[CH:6][CH:5]=[CH:4][CH:3]=1. The catalyst class is: 4. (2) Reactant: C([O:3][C:4](=[O:23])[C:5]1[CH:10]=[CH:9][C:8]([C:11](=[O:22])[CH2:12][CH2:13][C:14](=[O:21])[C:15]2[CH:20]=[CH:19][CH:18]=[CH:17][CH:16]=2)=[CH:7][CH:6]=1)C.[OH-].[K+].Cl. Product: [O:21]=[C:14]([C:15]1[CH:20]=[CH:19][CH:18]=[CH:17][CH:16]=1)[CH2:13][CH2:12][C:11]([C:8]1[CH:9]=[CH:10][C:5]([C:4]([OH:23])=[O:3])=[CH:6][CH:7]=1)=[O:22]. The catalyst class is: 1. (3) Reactant: Cl[CH2:2][CH2:3][NH:4][CH2:5][C:6]1[NH:7][C:8](=[O:21])[C:9]2[CH:14]=[N:13][N:12]([C:15]3[CH:20]=[CH:19][CH:18]=[CH:17][CH:16]=3)[C:10]=2[N:11]=1.C([O-])([O-])=O.[Cs+].[Cs+]. Product: [C:15]1([N:12]2[C:10]3[N:11]=[C:6]4[CH2:5][NH:4][CH2:3][CH2:2][N:7]4[C:8](=[O:21])[C:9]=3[CH:14]=[N:13]2)[CH:20]=[CH:19][CH:18]=[CH:17][CH:16]=1. The catalyst class is: 12. (4) Product: [N:23]1([C:27]([C:29]2[CH:37]=[CH:36][C:32]([C:33]([N:20]3[CH2:21][CH2:22][CH:17]([C:14]4[CH:15]=[CH:16][C:11]([O:10][CH:7]5[CH2:6][CH2:5][N:4]([CH:2]([CH3:1])[CH3:3])[CH2:9][CH2:8]5)=[CH:12][CH:13]=4)[CH2:18][CH2:19]3)=[O:34])=[CH:31][CH:30]=2)=[O:28])[CH2:24][CH2:25][CH2:26]1. Reactant: [CH3:1][CH:2]([N:4]1[CH2:9][CH2:8][CH:7]([O:10][C:11]2[CH:16]=[CH:15][C:14]([CH:17]3[CH2:22][CH2:21][NH:20][CH2:19][CH2:18]3)=[CH:13][CH:12]=2)[CH2:6][CH2:5]1)[CH3:3].[N:23]1([C:27]([C:29]2[CH:37]=[CH:36][C:32]([C:33](O)=[O:34])=[CH:31][CH:30]=2)=[O:28])[CH2:26][CH2:25][CH2:24]1.CN(C(ON1N=NC2C=CC=CC1=2)=[N+](C)C)C.[B-](F)(F)(F)F.CCN(C(C)C)C(C)C. The catalyst class is: 4. (5) Reactant: COC(CCC1C=C(B(O)O)C=CC=1)=O.[CH3:16][O:17][C:18](=[O:42])[CH2:19][CH2:20][C:21]1[CH:22]=[C:23]([C:27]2[CH:32]=[CH:31][C:30]([OH:33])=[C:29]([N:34]3[CH2:38][C:37](=[O:39])[NH:36][S:35]3(=[O:41])=[O:40])[CH:28]=2)[CH:24]=[CH:25][CH:26]=1.[OH-].[Na+]. Product: [CH3:16][O:17][C:18](=[O:42])[CH2:19][CH2:20][C:21]1[CH:22]=[C:23]([C:27]2[CH:32]=[CH:31][C:30]([OH:33])=[C:29]([N:34]3[CH2:38][C:37](=[O:39])[NH:36][S:35]3(=[O:40])=[O:41])[CH:28]=2)[CH:24]=[CH:25][CH:26]=1.[OH:33][C:30]1[CH:31]=[CH:32][C:27]([C:23]2[CH:24]=[CH:25][CH:26]=[C:21]([CH2:20][CH2:19][C:18]([OH:42])=[O:17])[CH:22]=2)=[CH:28][C:29]=1[N:34]1[CH2:38][C:37](=[O:39])[NH:36][S:35]1(=[O:41])=[O:40]. The catalyst class is: 10.